Dataset: Catalyst prediction with 721,799 reactions and 888 catalyst types from USPTO. Task: Predict which catalyst facilitates the given reaction. (1) Reactant: Br[C:2]1[CH:3]=[C:4]2[C:8](=[C:9]([C:11]([NH2:13])=[O:12])[CH:10]=1)[NH:7][N:6]=[C:5]2[CH:14]1[CH2:19][CH2:18][N:17]([S:20]([CH2:23][CH2:24][CH2:25][N:26]2[CH2:30][CH2:29][CH2:28][CH2:27]2)(=[O:22])=[O:21])[CH2:16][CH2:15]1.[OH:31][CH2:32][C:33]1[CH:38]=[CH:37][C:36](B(O)O)=[CH:35][CH:34]=1.C(=O)([O-])[O-].[Cs+].[Cs+]. Product: [OH:31][CH2:32][C:33]1[CH:38]=[CH:37][C:36]([C:2]2[CH:3]=[C:4]3[C:8](=[C:9]([C:11]([NH2:13])=[O:12])[CH:10]=2)[NH:7][N:6]=[C:5]3[CH:14]2[CH2:15][CH2:16][N:17]([S:20]([CH2:23][CH2:24][CH2:25][N:26]3[CH2:27][CH2:28][CH2:29][CH2:30]3)(=[O:22])=[O:21])[CH2:18][CH2:19]2)=[CH:35][CH:34]=1. The catalyst class is: 70. (2) Reactant: [CH3:1][C:2]1([CH3:46])[O:7][C:6]2[CH:8]=[CH:9][C:10]([C@H:12]3[O:16]C(=O)[N:14]([CH2:18][CH2:19][CH2:20][CH2:21][CH2:22][CH2:23][O:24][CH2:25][CH2:26][CH2:27][CH2:28][C:29]4[CH:30]=[C:31]([NH:35][C:36]([NH:38][C:39]5[CH:44]=[CH:43][C:42]([F:45])=[CH:41][CH:40]=5)=[O:37])[CH:32]=[CH:33][CH:34]=4)[CH2:13]3)=[CH:11][C:5]=2[CH2:4][O:3]1.C[Si](C)(C)[O-].[K+]. Product: [CH3:1][C:2]1([CH3:46])[O:7][C:6]2[CH:8]=[CH:9][C:10]([C@@H:12]([OH:16])[CH2:13][NH:14][CH2:18][CH2:19][CH2:20][CH2:21][CH2:22][CH2:23][O:24][CH2:25][CH2:26][CH2:27][CH2:28][C:29]3[CH:30]=[C:31]([NH:35][C:36]([NH:38][C:39]4[CH:40]=[CH:41][C:42]([F:45])=[CH:43][CH:44]=4)=[O:37])[CH:32]=[CH:33][CH:34]=3)=[CH:11][C:5]=2[CH2:4][O:3]1. The catalyst class is: 20.